From a dataset of NCI-60 drug combinations with 297,098 pairs across 59 cell lines. Regression. Given two drug SMILES strings and cell line genomic features, predict the synergy score measuring deviation from expected non-interaction effect. (1) Drug 1: CC1C(C(CC(O1)OC2CC(CC3=C2C(=C4C(=C3O)C(=O)C5=C(C4=O)C(=CC=C5)OC)O)(C(=O)C)O)N)O.Cl. Drug 2: C1=CN(C(=O)N=C1N)C2C(C(C(O2)CO)O)O.Cl. Cell line: NCI/ADR-RES. Synergy scores: CSS=26.0, Synergy_ZIP=-8.60, Synergy_Bliss=0.440, Synergy_Loewe=-5.82, Synergy_HSA=-0.774. (2) Drug 1: C1=CC(=C2C(=C1NCCNCCO)C(=O)C3=C(C=CC(=C3C2=O)O)O)NCCNCCO. Drug 2: CCC(=C(C1=CC=CC=C1)C2=CC=C(C=C2)OCCN(C)C)C3=CC=CC=C3.C(C(=O)O)C(CC(=O)O)(C(=O)O)O. Cell line: HCT-15. Synergy scores: CSS=66.2, Synergy_ZIP=13.1, Synergy_Bliss=11.6, Synergy_Loewe=-24.5, Synergy_HSA=11.9. (3) Drug 1: CC12CCC3C(C1CCC2NC(=O)OCC(F)(F)F)CCC4C3(C=CC(=O)N4C)C. Drug 2: C1=CN(C(=O)N=C1N)C2C(C(C(O2)CO)O)(F)F. Cell line: T-47D. Synergy scores: CSS=41.6, Synergy_ZIP=6.40, Synergy_Bliss=6.57, Synergy_Loewe=-21.7, Synergy_HSA=8.73. (4) Drug 1: COCCOC1=C(C=C2C(=C1)C(=NC=N2)NC3=CC=CC(=C3)C#C)OCCOC.Cl. Drug 2: CC1C(C(CC(O1)OC2CC(CC3=C2C(=C4C(=C3O)C(=O)C5=C(C4=O)C(=CC=C5)OC)O)(C(=O)CO)O)N)O.Cl. Cell line: HCC-2998. Synergy scores: CSS=50.1, Synergy_ZIP=0.905, Synergy_Bliss=3.40, Synergy_Loewe=-14.9, Synergy_HSA=5.20. (5) Drug 1: CC1=CC=C(C=C1)C2=CC(=NN2C3=CC=C(C=C3)S(=O)(=O)N)C(F)(F)F. Drug 2: C#CCC(CC1=CN=C2C(=N1)C(=NC(=N2)N)N)C3=CC=C(C=C3)C(=O)NC(CCC(=O)O)C(=O)O. Cell line: KM12. Synergy scores: CSS=42.6, Synergy_ZIP=2.77, Synergy_Bliss=1.65, Synergy_Loewe=-17.3, Synergy_HSA=1.01. (6) Drug 1: C1C(C(OC1N2C=C(C(=O)NC2=O)F)CO)O. Drug 2: C(CCl)NC(=O)N(CCCl)N=O. Cell line: T-47D. Synergy scores: CSS=7.63, Synergy_ZIP=-1.09, Synergy_Bliss=4.92, Synergy_Loewe=5.37, Synergy_HSA=5.65. (7) Drug 1: CC1=C2C(C(=O)C3(C(CC4C(C3C(C(C2(C)C)(CC1OC(=O)C(C(C5=CC=CC=C5)NC(=O)OC(C)(C)C)O)O)OC(=O)C6=CC=CC=C6)(CO4)OC(=O)C)OC)C)OC. Drug 2: CC1C(C(CC(O1)OC2CC(CC3=C2C(=C4C(=C3O)C(=O)C5=CC=CC=C5C4=O)O)(C(=O)C)O)N)O. Cell line: SF-539. Synergy scores: CSS=44.1, Synergy_ZIP=-10.8, Synergy_Bliss=-18.4, Synergy_Loewe=-15.6, Synergy_HSA=-14.0. (8) Drug 1: C1=CC(=CC=C1CCC2=CNC3=C2C(=O)NC(=N3)N)C(=O)NC(CCC(=O)O)C(=O)O. Drug 2: C1=NC2=C(N=C(N=C2N1C3C(C(C(O3)CO)O)F)Cl)N. Cell line: HS 578T. Synergy scores: CSS=8.55, Synergy_ZIP=-7.22, Synergy_Bliss=-5.95, Synergy_Loewe=-8.04, Synergy_HSA=-4.22. (9) Drug 1: C1=CC=C(C=C1)NC(=O)CCCCCCC(=O)NO. Drug 2: CCN(CC)CCNC(=O)C1=C(NC(=C1C)C=C2C3=C(C=CC(=C3)F)NC2=O)C. Cell line: SF-268. Synergy scores: CSS=18.4, Synergy_ZIP=-5.74, Synergy_Bliss=-1.36, Synergy_Loewe=-1.07, Synergy_HSA=-1.91.